This data is from Forward reaction prediction with 1.9M reactions from USPTO patents (1976-2016). The task is: Predict the product of the given reaction. (1) Given the reactants [F:1][CH:2]([F:23])[C:3]([NH:5][CH2:6][CH2:7][C:8]1[C:16]2[C:11](=[CH:12][CH:13]=[C:14]([O:17]C)[CH:15]=2)[NH:10][C:9]=1[C:19]([NH:21][CH3:22])=[O:20])=[O:4].ClCCl.B(Br)(Br)Br, predict the reaction product. The product is: [F:23][CH:2]([F:1])[C:3]([NH:5][CH2:6][CH2:7][C:8]1[C:16]2[C:11](=[CH:12][CH:13]=[C:14]([OH:17])[CH:15]=2)[NH:10][C:9]=1[C:19]([NH:21][CH3:22])=[O:20])=[O:4]. (2) The product is: [NH2:20][C:17]1[CH:18]=[CH:19][C:14]([CH2:13][C:12]2[NH:34][C:9]3[C:8](=[O:23])[N:7]([CH2:24][C:25]4[CH:30]=[CH:29][CH:28]=[CH:27][C:26]=4[F:31])[C:6](=[O:32])[N:5]([CH2:1][CH2:2][CH2:3][CH3:4])[C:10]=3[N:11]=2)=[CH:15][CH:16]=1. Given the reactants [CH2:1]([N:5]1[C:10]([NH:11][CH2:12][CH2:13][C:14]2[CH:19]=[CH:18][C:17]([N+:20]([O-])=O)=[CH:16][CH:15]=2)=[CH:9][C:8](=[O:23])[N:7]([CH2:24][C:25]2[CH:30]=[CH:29][CH:28]=[CH:27][C:26]=2[F:31])[C:6]1=[O:32])[CH2:2][CH2:3][CH3:4].[Cl-].[NH4+:34], predict the reaction product. (3) Given the reactants [F:1]/[CH:2]=[C:3](/[CH2:13]O)\[CH2:4][NH:5][C:6](=[O:12])[O:7][C:8]([CH3:11])([CH3:10])[CH3:9].C(N(CC)CC)C.CS(Cl)(=O)=O.[Br-:27].[Li+], predict the reaction product. The product is: [Br:27][CH2:13]/[C:3](=[CH:2]/[F:1])/[CH2:4][NH:5][C:6](=[O:12])[O:7][C:8]([CH3:11])([CH3:10])[CH3:9]. (4) Given the reactants [CH3:1][O:2][C:3](=[O:15])[C:4]1[C:5](=[C:10]([OH:14])[CH:11]=[CH:12][CH:13]=1)[C:6]([O:8][CH3:9])=[O:7].C(=O)([O-])[O-].[K+].[K+].[Cl:22][C:23]1[S:24][C:25]([CH2:28]Cl)=[CH:26][CH:27]=1, predict the reaction product. The product is: [CH3:1][O:2][C:3](=[O:15])[C:4]1[C:5](=[C:10]([O:14][CH2:28][C:25]2[S:24][C:23]([Cl:22])=[CH:27][CH:26]=2)[CH:11]=[CH:12][CH:13]=1)[C:6]([O:8][CH3:9])=[O:7]. (5) Given the reactants [Br:1][C:2]1[CH:10]=[CH:9][C:5]([CH2:6][CH2:7][OH:8])=[CH:4][CH:3]=1.C(N(CC)CC)C.[CH3:18][S:19](Cl)(=[O:21])=[O:20], predict the reaction product. The product is: [CH3:18][S:19]([O:8][CH2:7][CH2:6][C:5]1[CH:9]=[CH:10][C:2]([Br:1])=[CH:3][CH:4]=1)(=[O:21])=[O:20]. (6) Given the reactants [OH-:1].[K+].[CH3:3]N(N=O)C(N[N+]([O-])=O)=N.Cl[C:14]([C@@H:16]1[CH2:21][CH2:20][CH2:19][N:18]([C:22]([O:24][CH2:25][CH:26]2[C:38]3[CH:37]=[CH:36][CH:35]=[CH:34][C:33]=3[C:32]3[C:27]2=[CH:28][CH:29]=[CH:30][CH:31]=3)=[O:23])[CH2:17]1)=O.C1C2C(COC(N3CCC[C@@H](C(O)=O)C3)=O)C3C(=CC=CC=3)C=2C=CC=1.[BrH:65], predict the reaction product. The product is: [Br:65][CH2:3][C:14]([C@@H:16]1[CH2:21][CH2:20][CH2:19][N:18]([C:22]([O:24][CH2:25][CH:26]2[C:38]3[CH:37]=[CH:36][CH:35]=[CH:34][C:33]=3[C:32]3[C:27]2=[CH:28][CH:29]=[CH:30][CH:31]=3)=[O:23])[CH2:17]1)=[O:1].